This data is from NCI-60 drug combinations with 297,098 pairs across 59 cell lines. The task is: Regression. Given two drug SMILES strings and cell line genomic features, predict the synergy score measuring deviation from expected non-interaction effect. (1) Synergy scores: CSS=-4.55, Synergy_ZIP=2.41, Synergy_Bliss=-2.65, Synergy_Loewe=-3.11, Synergy_HSA=-5.67. Cell line: OVCAR3. Drug 1: CC1=C(C=C(C=C1)NC(=O)C2=CC=C(C=C2)CN3CCN(CC3)C)NC4=NC=CC(=N4)C5=CN=CC=C5. Drug 2: CNC(=O)C1=NC=CC(=C1)OC2=CC=C(C=C2)NC(=O)NC3=CC(=C(C=C3)Cl)C(F)(F)F. (2) Drug 1: C1=CC(=CC=C1CCC2=CNC3=C2C(=O)NC(=N3)N)C(=O)NC(CCC(=O)O)C(=O)O. Drug 2: C1=NC(=NC(=O)N1C2C(C(C(O2)CO)O)O)N. Synergy scores: CSS=40.7, Synergy_ZIP=0.257, Synergy_Bliss=0.132, Synergy_Loewe=-12.5, Synergy_HSA=-0.503. Cell line: HCT-15. (3) Drug 1: CC1=C(C(CCC1)(C)C)C=CC(=CC=CC(=CC(=O)O)C)C. Drug 2: CC1CCC2CC(C(=CC=CC=CC(CC(C(=O)C(C(C(=CC(C(=O)CC(OC(=O)C3CCCCN3C(=O)C(=O)C1(O2)O)C(C)CC4CCC(C(C4)OC)O)C)C)O)OC)C)C)C)OC. Cell line: NCI-H322M. Synergy scores: CSS=11.5, Synergy_ZIP=2.03, Synergy_Bliss=5.65, Synergy_Loewe=3.34, Synergy_HSA=3.74. (4) Drug 1: C1=NC2=C(N1)C(=S)N=CN2. Drug 2: C1C(C(OC1N2C=NC3=C2NC=NCC3O)CO)O. Cell line: 786-0. Synergy scores: CSS=35.3, Synergy_ZIP=-1.22, Synergy_Bliss=-0.629, Synergy_Loewe=-26.6, Synergy_HSA=-0.881. (5) Drug 1: CCCCC(=O)OCC(=O)C1(CC(C2=C(C1)C(=C3C(=C2O)C(=O)C4=C(C3=O)C=CC=C4OC)O)OC5CC(C(C(O5)C)O)NC(=O)C(F)(F)F)O. Drug 2: C1CCC(C(C1)N)N.C(=O)(C(=O)[O-])[O-].[Pt+4]. Cell line: ACHN. Synergy scores: CSS=72.3, Synergy_ZIP=-0.0589, Synergy_Bliss=-2.06, Synergy_Loewe=-2.27, Synergy_HSA=1.83. (6) Drug 1: CC12CCC(CC1=CCC3C2CCC4(C3CC=C4C5=CN=CC=C5)C)O. Drug 2: COC1=CC(=CC(=C1O)OC)C2C3C(COC3=O)C(C4=CC5=C(C=C24)OCO5)OC6C(C(C7C(O6)COC(O7)C8=CC=CS8)O)O. Cell line: HS 578T. Synergy scores: CSS=19.3, Synergy_ZIP=1.25, Synergy_Bliss=1.95, Synergy_Loewe=-7.13, Synergy_HSA=0.407. (7) Drug 1: CC12CCC3C(C1CCC2=O)CC(=C)C4=CC(=O)C=CC34C. Drug 2: C(CN)CNCCSP(=O)(O)O. Cell line: BT-549. Synergy scores: CSS=1.43, Synergy_ZIP=-13.0, Synergy_Bliss=-21.9, Synergy_Loewe=-38.9, Synergy_HSA=-22.5. (8) Drug 1: CNC(=O)C1=NC=CC(=C1)OC2=CC=C(C=C2)NC(=O)NC3=CC(=C(C=C3)Cl)C(F)(F)F. Drug 2: C1=NC2=C(N1)C(=S)N=CN2. Cell line: A549. Synergy scores: CSS=33.6, Synergy_ZIP=-4.59, Synergy_Bliss=1.65, Synergy_Loewe=-7.16, Synergy_HSA=0.790. (9) Drug 1: CCCCC(=O)OCC(=O)C1(CC(C2=C(C1)C(=C3C(=C2O)C(=O)C4=C(C3=O)C=CC=C4OC)O)OC5CC(C(C(O5)C)O)NC(=O)C(F)(F)F)O. Drug 2: CC1=C(C(=O)C2=C(C1=O)N3CC4C(C3(C2COC(=O)N)OC)N4)N. Cell line: K-562. Synergy scores: CSS=62.9, Synergy_ZIP=-8.04, Synergy_Bliss=-6.40, Synergy_Loewe=-6.49, Synergy_HSA=-3.81. (10) Drug 1: CC1C(C(=O)NC(C(=O)N2CCCC2C(=O)N(CC(=O)N(C(C(=O)O1)C(C)C)C)C)C(C)C)NC(=O)C3=C4C(=C(C=C3)C)OC5=C(C(=O)C(=C(C5=N4)C(=O)NC6C(OC(=O)C(N(C(=O)CN(C(=O)C7CCCN7C(=O)C(NC6=O)C(C)C)C)C)C(C)C)C)N)C. Drug 2: B(C(CC(C)C)NC(=O)C(CC1=CC=CC=C1)NC(=O)C2=NC=CN=C2)(O)O. Cell line: SK-MEL-28. Synergy scores: CSS=20.4, Synergy_ZIP=-4.65, Synergy_Bliss=-11.5, Synergy_Loewe=-20.3, Synergy_HSA=-11.5.